Dataset: Peptide-MHC class II binding affinity with 134,281 pairs from IEDB. Task: Regression. Given a peptide amino acid sequence and an MHC pseudo amino acid sequence, predict their binding affinity value. This is MHC class II binding data. (1) The peptide sequence is NFRFLTEKGMKNVFD. The MHC is HLA-DPA10301-DPB10402 with pseudo-sequence HLA-DPA10301-DPB10402. The binding affinity (normalized) is 0.362. (2) The peptide sequence is LTLPWQSGSGGVWRE. The MHC is DRB1_0101 with pseudo-sequence DRB1_0101. The binding affinity (normalized) is 0.138. (3) The peptide sequence is MADVPLQWIASAIVL. The MHC is DRB1_0701 with pseudo-sequence DRB1_0701. The binding affinity (normalized) is 0.857. (4) The peptide sequence is KGSNPNYLALLVKFV. The MHC is DRB1_0901 with pseudo-sequence DRB1_0901. The binding affinity (normalized) is 0.681. (5) The peptide sequence is VWKRELNLLDKRQFE. The MHC is HLA-DQA10201-DQB10301 with pseudo-sequence HLA-DQA10201-DQB10301. The binding affinity (normalized) is 0. (6) The peptide sequence is NTARLMAGAGPAPML. The MHC is DRB1_1101 with pseudo-sequence DRB1_1101. The binding affinity (normalized) is 0.285. (7) The peptide sequence is GLVPKLDAAYSVAYK. The MHC is DRB1_1201 with pseudo-sequence DRB1_1201. The binding affinity (normalized) is 0.558. (8) The peptide sequence is IRYPLTFGWCFKLVPVDPREVEEA. The MHC is DRB3_0101 with pseudo-sequence DRB3_0101. The binding affinity (normalized) is 0.247. (9) The peptide sequence is EATTDGLGWYKIEID. The MHC is HLA-DQA10104-DQB10503 with pseudo-sequence HLA-DQA10104-DQB10503. The binding affinity (normalized) is 0.464.